Dataset: Reaction yield outcomes from USPTO patents with 853,638 reactions. Task: Predict the reaction yield, written as a fraction of the theoretical maximum amount of product (1.0 means a 100% yield; for example, 0.34 means a 34% yield). (1) The reactants are [C:1]([O:4][C@@H:5]1[C@@H:9]([Br:10])[C@@H:8]([CH2:11][O:12][C:13](=[O:15])[CH3:14])[O:7][C@H:6]1[N:16]1[CH:26]=[CH:25][C:20](NC(=O)C)=[N:19][C:17]1=[O:18])(=[O:3])[CH3:2].C(O)(=[O:29])C. No catalyst specified. The product is [C:1]([O:4][C@@H:5]1[C@H:9]([Br:10])[C@@H:8]([CH2:11][O:12][C:13](=[O:15])[CH3:14])[O:7][C@H:6]1[N:16]1[CH:26]=[CH:25][C:20](=[O:29])[NH:19][C:17]1=[O:18])(=[O:3])[CH3:2]. The yield is 0.910. (2) The reactants are [Si:1]([O:8][CH2:9][CH:10]=O)([C:4]([CH3:7])([CH3:6])[CH3:5])([CH3:3])[CH3:2].[NH2:12][C:13]1[CH:23]=[CH:22][C:16]([C:17]([O:19][CH2:20][CH3:21])=[O:18])=[CH:15][CH:14]=1.C(O[BH-](OC(=O)C)OC(=O)C)(=O)C.[Na+].C(=O)([O-])O.[Na+]. The catalyst is ClCCl. The product is [Si:1]([O:8][CH2:9][CH2:10][NH:12][C:13]1[CH:14]=[CH:15][C:16]([C:17]([O:19][CH2:20][CH3:21])=[O:18])=[CH:22][CH:23]=1)([C:4]([CH3:5])([CH3:6])[CH3:7])([CH3:2])[CH3:3]. The yield is 0.950. (3) The reactants are [CH:1]12[CH2:16][CH:12]([CH2:13][NH:14][CH2:15]1)[C:11]1[CH:10]=[C:9]3[C:4]([N:5]=[CH:6][CH:7]=[N:8]3)=[CH:3][C:2]2=1.[C:17]([OH:26])(=[O:25])[C@@H:18]([C@H:20]([C:22]([OH:24])=[O:23])[OH:21])[OH:19]. The catalyst is CO. The product is [C:22]([C@@H:20]([C@H:18]([C:17]([OH:26])=[O:25])[OH:19])[OH:21])([OH:24])=[O:23].[CH:12]12[CH2:16][CH:1]([CH2:15][NH:14][CH2:13]1)[C:2]1[CH:3]=[C:4]3[C:9]([N:8]=[CH:7][CH:6]=[N:5]3)=[CH:10][C:11]2=1. The yield is 0.970. (4) The reactants are [C:1]([C:3]1[CH:27]=[CH:26][C:6]([O:7][CH2:8][CH2:9][N:10]([CH2:15][CH2:16][N:17]2[CH2:24][CH:23]3[O:25][CH:19]([CH2:20][NH:21][CH2:22]3)[CH2:18]2)[S:11]([CH3:14])(=[O:13])=[O:12])=[CH:5][CH:4]=1)#[N:2].Br[C:29]1[C:36](C)=[CH:35][CH:34]=[CH:33][C:30]=1[C:31]#[N:32].[C:38](=O)([O-])[O-].[K+].[K+]. The catalyst is C(#N)C. The product is [C:31]([C:30]1[CH:33]=[CH:34][CH:35]=[CH:36][C:29]=1[CH2:38][N:21]1[CH2:22][CH:23]2[O:25][CH:19]([CH2:18][N:17]([CH2:16][CH2:15][N:10]([CH2:9][CH2:8][O:7][C:6]3[CH:5]=[CH:4][C:3]([C:1]#[N:2])=[CH:27][CH:26]=3)[S:11]([CH3:14])(=[O:13])=[O:12])[CH2:24]2)[CH2:20]1)#[N:32]. The yield is 0.559. (5) The yield is 0.820. The catalyst is CN(C=O)C.O. The product is [CH3:62][C@:63]12[C@@:80]3([CH3:81])[C@@H:71]([C@:72]4([CH3:94])[C@@H:77]([CH2:78][CH2:79]3)[C:76]([CH3:82])([CH3:83])[C:75]([C:84]3[CH:93]=[CH:92][C:87]([C:88]([O:90][CH3:91])=[O:89])=[CH:86][CH:85]=3)=[CH:74][CH2:73]4)[CH2:70][CH2:69][C@@H:68]1[C@H:67]1[C@H:95]([C:98]([CH3:100])=[CH2:99])[CH2:96][CH2:97][C@:66]1([N:101]([CH2:54][C:55](=[O:56])[C:57]1[CH:61]=[CH:60][S:59][CH:58]=1)[C:102]1[S:103][CH:104]=[C:105]([C:107]3[CH:111]=[CH:110][S:109][CH:108]=3)[N:106]=1)[CH2:65][CH2:64]2. The reactants are C[C@]12[C@@]3(C)[C@@H]([C@]4(C)[C@@H](CC3)C(C)(C)C(C3C=CC(C(OC)=O)=CC=3)=CC4)CC[C@@H]1[C@H]1[C@H](C(C)=C)CC[C@]1(NC(N)=S)CC2.C(N(CC)C(C)C)(C)C.Br[CH2:54][C:55]([C:57]1[CH:61]=[CH:60][S:59][CH:58]=1)=[O:56].[CH3:62][C@:63]12[C@@:80]3([CH3:81])[C@@H:71]([C@:72]4([CH3:94])[C@@H:77]([CH2:78][CH2:79]3)[C:76]([CH3:83])([CH3:82])[C:75]([C:84]3[CH:93]=[CH:92][C:87]([C:88]([O:90][CH3:91])=[O:89])=[CH:86][CH:85]=3)=[CH:74][CH2:73]4)[CH2:70][CH2:69][C@@H:68]1[C@H:67]1[C@H:95]([C:98]([CH3:100])=[CH2:99])[CH2:96][CH2:97][C@:66]1([NH:101][C:102]1[S:103][CH:104]=[C:105]([C:107]3[CH:111]=[CH:110][S:109][CH:108]=3)[N:106]=1)[CH2:65][CH2:64]2. (6) The reactants are Br[C:2]1[CH:7]=[CH:6][N:5]=[C:4]([S:8][CH3:9])[N:3]=1.[F:10][C:11]1[CH:16]=[C:15](B(O)O)[CH:14]=[CH:13][N:12]=1.C([O-])([O-])=O.[Na+].[Na+]. The catalyst is O1CCOCC1.O.C1C=CC(P(C2C=CC=CC=2)[C-]2C=CC=C2)=CC=1.C1C=CC(P(C2C=CC=CC=2)[C-]2C=CC=C2)=CC=1.Cl[Pd]Cl.[Fe+2].C(Cl)Cl. The product is [F:10][C:11]1[CH:16]=[C:15]([C:2]2[CH:7]=[CH:6][N:5]=[C:4]([S:8][CH3:9])[N:3]=2)[CH:14]=[CH:13][N:12]=1. The yield is 0.900.